Task: Predict the reaction yield, written as a fraction of the theoretical maximum amount of product (1.0 means a 100% yield; for example, 0.34 means a 34% yield).. Dataset: Reaction yield outcomes from USPTO patents with 853,638 reactions (1) The reactants are C([O:3][C:4]([C:6]1[C:7]([C:12]2[CH:17]=[CH:16][C:15]([Cl:18])=[CH:14][N:13]=2)=[N:8][O:9][C:10]=1[CH3:11])=O)C.C(OC(C1C(C2C=CC(F)=CN=2)=NOC=1C)=O)C. No catalyst specified. The product is [Cl:18][C:15]1[CH:16]=[CH:17][C:12]([C:7]2[C:6]([CH2:4][OH:3])=[C:10]([CH3:11])[O:9][N:8]=2)=[N:13][CH:14]=1. The yield is 0.730. (2) The reactants are C1(P(C2C=CC=CC=2)C2C=CC=CC=2)C=CC=CC=1.[F:20][C:21]1[CH:26]=[C:25]([OH:27])[CH:24]=[C:23]([F:28])[C:22]=1[C:29]1[N:34]=[C:33]([C:35]([O:37][CH3:38])=[O:36])[CH:32]=[CH:31][C:30]=1[F:39].O[CH2:41][CH2:42][N:43]1[CH2:47][CH2:46][CH2:45][C:44]1=[O:48].CC(OC(/N=N/C(OC(C)C)=O)=O)C. The catalyst is C1COCC1. The product is [F:20][C:21]1[CH:26]=[C:25]([O:27][CH2:41][CH2:42][N:43]2[CH2:47][CH2:46][CH2:45][C:44]2=[O:48])[CH:24]=[C:23]([F:28])[C:22]=1[C:29]1[N:34]=[C:33]([C:35]([O:37][CH3:38])=[O:36])[CH:32]=[CH:31][C:30]=1[F:39]. The yield is 0.960.